This data is from Full USPTO retrosynthesis dataset with 1.9M reactions from patents (1976-2016). The task is: Predict the reactants needed to synthesize the given product. (1) Given the product [OH:3][C:4]1[CH:25]=[CH:24][C:23]([O:26][CH3:27])=[CH:22][C:5]=1[CH2:6][NH:7][C@@H:8]1[CH2:13][CH2:12][CH2:11][CH2:10][C@H:9]1[NH:14][C:15](=[O:21])[O:16][C:17]([CH3:20])([CH3:19])[CH3:18], predict the reactants needed to synthesize it. The reactants are: [BH4-].[Na+].[OH:3][C:4]1[CH:25]=[CH:24][C:23]([O:26][CH3:27])=[CH:22][C:5]=1[CH:6]=[N:7][CH:8]1[CH2:13][CH2:12][CH2:11][CH2:10][CH:9]1[NH:14][C:15](=[O:21])[O:16][C:17]([CH3:20])([CH3:19])[CH3:18]. (2) Given the product [CH:34]1([C:32]2[N:33]=[C:26]([CH:12]3[CH2:11][CH:10]([C:7]4[CH:6]=[CH:5][C:4]([O:3][CH:2]([F:29])[F:1])=[CH:9][CH:8]=4)[CH2:15][N:14]([C:16]([N:18]4[CH2:23][CH2:22][S:21](=[O:25])(=[O:24])[CH2:20][CH2:19]4)=[O:17])[CH2:13]3)[O:28][N:31]=2)[CH2:36][CH2:35]1, predict the reactants needed to synthesize it. The reactants are: [F:1][CH:2]([F:29])[O:3][C:4]1[CH:9]=[CH:8][C:7]([CH:10]2[CH2:15][N:14]([C:16]([N:18]3[CH2:23][CH2:22][S:21](=[O:25])(=[O:24])[CH2:20][CH2:19]3)=[O:17])[CH2:13][CH:12]([C:26]([OH:28])=O)[CH2:11]2)=[CH:6][CH:5]=1.O[NH:31][C:32]([CH:34]1[CH2:36][CH2:35]1)=[NH:33].CN(C(ON1N=NC2C=CC=NC1=2)=[N+](C)C)C.F[P-](F)(F)(F)(F)F.C(N(CC)C(C)C)(C)C. (3) The reactants are: [CH3:1][O:2][C:3]1[CH:8]=[CH:7][C:6]([CH:9]2[C:13]([CH3:15])([CH3:14])[O:12][C:11](=[O:16])[N:10]2[C:17]2[CH:22]=[CH:21][N:20]=[C:19]([NH:23][C@H:24]([C:26]3[CH:31]=[CH:30][CH:29]=[CH:28][CH:27]=3)[CH3:25])[N:18]=2)=[CH:5][CH:4]=1.CO.N(CC)CC. Given the product [CH3:1][O:2][C:3]1[CH:4]=[CH:5][C:6]([C@H:9]2[C:13]([CH3:14])([CH3:15])[O:12][C:11](=[O:16])[N:10]2[C:17]2[CH:22]=[CH:21][N:20]=[C:19]([NH:23][C@H:24]([C:26]3[CH:31]=[CH:30][CH:29]=[CH:28][CH:27]=3)[CH3:25])[N:18]=2)=[CH:7][CH:8]=1.[CH3:1][O:2][C:3]1[CH:4]=[CH:5][C:6]([C@@H:9]2[C:13]([CH3:14])([CH3:15])[O:12][C:11](=[O:16])[N:10]2[C:17]2[CH:22]=[CH:21][N:20]=[C:19]([NH:23][C@H:24]([C:26]3[CH:31]=[CH:30][CH:29]=[CH:28][CH:27]=3)[CH3:25])[N:18]=2)=[CH:7][CH:8]=1, predict the reactants needed to synthesize it. (4) Given the product [Br:18][CH:2]([C:4]1[CH:5]=[C:6]([NH:10][C:11](=[O:17])[O:12][C:13]([CH3:16])([CH3:15])[CH3:14])[CH:7]=[CH:8][CH:9]=1)[CH3:3], predict the reactants needed to synthesize it. The reactants are: O[CH:2]([C:4]1[CH:5]=[C:6]([NH:10][C:11](=[O:17])[O:12][C:13]([CH3:16])([CH3:15])[CH3:14])[CH:7]=[CH:8][CH:9]=1)[CH3:3].[Br:18]P(Br)Br.